From a dataset of Catalyst prediction with 721,799 reactions and 888 catalyst types from USPTO. Predict which catalyst facilitates the given reaction. (1) Reactant: [CH3:1][Si:2]([CH3:30])([CH3:29])[C:3]1[CH:4]=[C:5]([CH:22]=[C:23]([Si:25]([CH3:28])([CH3:27])[CH3:26])[CH:24]=1)[C:6]([NH:8][C:9]1[CH:21]=[CH:20][C:12]([CH:13]=[CH:14][C:15]([O:17][CH2:18][CH3:19])=[O:16])=[CH:11][CH:10]=1)=[O:7].[H][H]. Product: [CH3:28][Si:25]([CH3:26])([CH3:27])[C:23]1[CH:22]=[C:5]([CH:4]=[C:3]([Si:2]([CH3:1])([CH3:30])[CH3:29])[CH:24]=1)[C:6]([NH:8][C:9]1[CH:10]=[CH:11][C:12]([CH2:13][CH2:14][C:15]([O:17][CH2:18][CH3:19])=[O:16])=[CH:20][CH:21]=1)=[O:7]. The catalyst class is: 125. (2) Reactant: [Cl:1][C:2]1[C:7]([C:8]([NH:10][S:11]([C:14]2[C:15]([O:20]C)=[N:16][CH:17]=[CH:18][CH:19]=2)(=[O:13])=[O:12])=[O:9])=[CH:6][CH:5]=[C:4]([Cl:22])[N:3]=1.Cl. Product: [Cl:1][C:2]1[N:3]=[C:4]([Cl:22])[CH:5]=[CH:6][C:7]=1[C:8]([NH:10][S:11]([C:14]1[C:15](=[O:20])[NH:16][CH:17]=[CH:18][CH:19]=1)(=[O:12])=[O:13])=[O:9]. The catalyst class is: 12. (3) Reactant: [CH:1]1([NH:5][S:6]([C:9]2[CH:14]=[CH:13][CH:12]=[CH:11][C:10]=2[N+:15]([O-])=O)(=[O:8])=[O:7])[CH2:4][CH2:3][CH2:2]1. Product: [NH2:15][C:10]1[CH:11]=[CH:12][CH:13]=[CH:14][C:9]=1[S:6]([NH:5][CH:1]1[CH2:4][CH2:3][CH2:2]1)(=[O:8])=[O:7]. The catalyst class is: 19. (4) Reactant: [CH3:1][O:2][C:3]1[C:8]([C:9]2[CH:14]=[CH:13][C:12]([C:15]([F:18])([F:17])[F:16])=[CH:11][CH:10]=2)=[CH:7][C:6]([C:19]#[N:20])=[CH:5][CH:4]=1.[H][H]. Product: [CH3:1][O:2][C:3]1[C:8]([C:9]2[CH:14]=[CH:13][C:12]([C:15]([F:16])([F:18])[F:17])=[CH:11][CH:10]=2)=[CH:7][C:6]([CH2:19][NH2:20])=[CH:5][CH:4]=1. The catalyst class is: 63. (5) Reactant: [O:1]1[C:11]2[C:6](=[CH:7][CH:8]=[CH:9][CH:10]=2)[CH:5]=[C:4]([O:12][CH2:13][CH2:14][CH2:15][CH2:16][CH2:17][CH2:18][C:19]2[CH:27]=[CH:26][CH:25]=[CH:24][C:20]=2[C:21](O)=[O:22])[C:2]1=[O:3].S(Cl)([Cl:30])=O. Product: [O:1]1[C:11]2[C:6](=[CH:7][CH:8]=[CH:9][CH:10]=2)[CH:5]=[C:4]([O:12][CH2:13][CH2:14][CH2:15][CH2:16][CH2:17][CH2:18][C:19]2[CH:27]=[CH:26][CH:25]=[CH:24][C:20]=2[C:21]([Cl:30])=[O:22])[C:2]1=[O:3]. The catalyst class is: 2. (6) Reactant: [O:1]1[C:5]([C:6]2[CH:7]=[C:8]3[C:13](=[CH:14][CH:15]=2)[CH:12]=[N:11][CH:10]=[CH:9]3)=[CH:4][N:3]=[CH:2]1.C[Si]([N-][Si](C)(C)C)(C)C.[Li+].[I:26]CCI.S([O-])([O-])(=O)=S.[Na+].[Na+]. Product: [I:26][C:2]1[O:1][C:5]([C:6]2[CH:7]=[C:8]3[C:13](=[CH:14][CH:15]=2)[CH:12]=[N:11][CH:10]=[CH:9]3)=[CH:4][N:3]=1. The catalyst class is: 332.